From a dataset of Peptide-MHC class II binding affinity with 134,281 pairs from IEDB. Regression. Given a peptide amino acid sequence and an MHC pseudo amino acid sequence, predict their binding affinity value. This is MHC class II binding data. The peptide sequence is MAGAGPAPMLAAAAG. The MHC is HLA-DPA10201-DPB10501 with pseudo-sequence HLA-DPA10201-DPB10501. The binding affinity (normalized) is 0.0125.